Dataset: Forward reaction prediction with 1.9M reactions from USPTO patents (1976-2016). Task: Predict the product of the given reaction. (1) Given the reactants [OH:1][C:2]1[CH:7]=[CH:6][C:5]([CH:8]=[CH:9][C:10]([NH:12][CH3:13])=[O:11])=[CH:4][CH:3]=1.C(=O)([O-])[O-].[K+].[K+].[F:20][C:21]([F:31])([F:30])[C:22]1[CH:29]=[CH:28][C:25]([CH2:26]Br)=[CH:24][CH:23]=1.O, predict the reaction product. The product is: [CH3:13][NH:12][C:10](=[O:11])[CH:9]=[CH:8][C:5]1[CH:4]=[CH:3][C:2]([O:1][CH2:26][C:25]2[CH:24]=[CH:23][C:22]([C:21]([F:20])([F:30])[F:31])=[CH:29][CH:28]=2)=[CH:7][CH:6]=1. (2) Given the reactants Br[C:2]1[CH:3]=[N:4][CH:5]=[C:6]2[C:11]=1[N:10]=[C:9]([C:12]([NH2:14])=[O:13])[CH:8]=[CH:7]2.[F:15][C:16]([F:29])([F:28])[CH2:17][O:18][C:19]1[CH:20]=[C:21](B(O)O)[CH:22]=[CH:23][CH:24]=1, predict the reaction product. The product is: [F:15][C:16]([F:28])([F:29])[CH2:17][O:18][C:19]1[CH:24]=[C:23]([C:2]2[CH:3]=[N:4][CH:5]=[C:6]3[C:11]=2[N:10]=[C:9]([C:12]([NH2:14])=[O:13])[CH:8]=[CH:7]3)[CH:22]=[CH:21][CH:20]=1. (3) Given the reactants C(OC([NH:8][C@@H:9]([CH2:13][C:14]1[CH:19]=[C:18]([O:20][C:21]2[CH:26]=[CH:25][CH:24]=[C:23]([C:27]([F:30])([F:29])[F:28])[CH:22]=2)[CH:17]=[CH:16][C:15]=1[N+:31]([O-:33])=[O:32])[C:10]([OH:12])=[O:11])=O)(C)(C)C.[F:34][C:35]([F:40])([F:39])[C:36]([OH:38])=[O:37].C(OCC)(=O)C, predict the reaction product. The product is: [F:34][C:35]([F:40])([F:39])[C:36]([OH:38])=[O:37].[NH2:8][C@@H:9]([CH2:13][C:14]1[CH:19]=[C:18]([O:20][C:21]2[CH:26]=[CH:25][CH:24]=[C:23]([C:27]([F:29])([F:30])[F:28])[CH:22]=2)[CH:17]=[CH:16][C:15]=1[N+:31]([O-:33])=[O:32])[C:10]([OH:12])=[O:11]. (4) Given the reactants [C:1]([OH:9])(=[O:8])[CH:2]([CH2:4][C:5]([OH:7])=[O:6])[OH:3].[CH3:10][CH:11]([CH3:15])[CH2:12][CH2:13]O, predict the reaction product. The product is: [CH2:13]([O:8][C:1](=[O:9])[CH:2]([CH2:4][C:5]([O:7][CH2:13][CH2:12][CH:11]([CH3:15])[CH3:10])=[O:6])[OH:3])[CH2:12][CH:11]([CH3:15])[CH3:10]. (5) Given the reactants [C:1]([C:6]1[CH:11]=[CH:10][C:9]([S:12]([N:15]2[CH2:19][CH2:18][S:17][CH:16]2[C:20]([OH:22])=O)(=[O:14])=[O:13])=[CH:8][CH:7]=1)([CH2:4][CH3:5])([CH3:3])[CH3:2].[NH2:23][C@H:24]([C:28]1[CH:33]=[CH:32][CH:31]=[CH:30][CH:29]=1)[CH2:25][CH2:26][OH:27], predict the reaction product. The product is: [OH:27][CH2:26][CH2:25][C@H:24]([NH:23][C:20]([C@H:16]1[N:15]([S:12]([C:9]2[CH:8]=[CH:7][C:6]([C:1]([CH2:4][CH3:5])([CH3:3])[CH3:2])=[CH:11][CH:10]=2)(=[O:13])=[O:14])[CH2:19][CH2:18][S:17]1)=[O:22])[C:28]1[CH:33]=[CH:32][CH:31]=[CH:30][CH:29]=1. (6) Given the reactants [CH:1]([NH2:4])([CH3:3])[CH3:2].[N+:5]([C:8]1[CH:13]=[CH:12][C:11]([C:14]2[CH:19]=[CH:18][C:17]([S:20](Cl)(=[O:22])=[O:21])=[CH:16][CH:15]=2)=[CH:10][CH:9]=1)([O-:7])=[O:6].O, predict the reaction product. The product is: [CH:1]([NH:4][S:20]([C:17]1[CH:18]=[CH:19][C:14]([C:11]2[CH:12]=[CH:13][C:8]([N+:5]([O-:7])=[O:6])=[CH:9][CH:10]=2)=[CH:15][CH:16]=1)(=[O:21])=[O:22])([CH3:3])[CH3:2]. (7) The product is: [CH:1]12[CH2:7][CH:4]([CH2:5][CH2:6]1)[CH2:3][CH:2]2[C:8]([F:17])([F:16])[C:9]([F:14])([F:15])[S:10]([O-:13])(=[O:11])=[O:12].[CH2:24]([O:28][C:29]1[CH:30]=[C:31]2[C:36](=[CH:37][CH:38]=1)[CH:35]=[C:34]([S+:39]1[CH2:40][CH2:41][CH2:42][CH2:43]1)[CH:33]=[CH:32]2)[CH2:25][CH2:26][CH3:27]. Given the reactants [CH:1]12[CH2:7][CH:4]([CH2:5][CH2:6]1)[CH2:3][CH:2]2[C:8]([F:17])([F:16])[C:9]([F:15])([F:14])[S:10]([O-:13])(=[O:12])=[O:11].[Na+].CS([O-])(=O)=O.[CH2:24]([O:28][C:29]1[CH:30]=[C:31]2[C:36](=[CH:37][CH:38]=1)[CH:35]=[C:34]([S+:39]1[CH2:43][CH2:42][CH2:41][CH2:40]1)[CH:33]=[CH:32]2)[CH2:25][CH2:26][CH3:27], predict the reaction product.